From a dataset of Full USPTO retrosynthesis dataset with 1.9M reactions from patents (1976-2016). Predict the reactants needed to synthesize the given product. (1) Given the product [CH:1]1([N:6]2[C:11]3[N:12]=[C:13]([S:16]([CH3:17])=[O:33])[N:14]=[CH:15][C:10]=3[CH:9]=[C:8]([CH2:18][C:19]3[O:20][C:21]([CH3:24])=[N:22][N:23]=3)[C:7]2=[O:25])[CH2:5][CH2:4][CH2:3][CH2:2]1, predict the reactants needed to synthesize it. The reactants are: [CH:1]1([N:6]2[C:11]3[N:12]=[C:13]([S:16][CH3:17])[N:14]=[CH:15][C:10]=3[CH:9]=[C:8]([CH2:18][C:19]3[O:20][C:21]([CH3:24])=[N:22][N:23]=3)[C:7]2=[O:25])[CH2:5][CH2:4][CH2:3][CH2:2]1.C1(S(N2C(C3C=CC=CC=3)O2)(=O)=[O:33])C=CC=CC=1. (2) Given the product [CH:27]1([NH:26][C:24](=[O:25])[C:22]2[CH:21]=[CH:20][C:19]([CH3:30])=[C:18]([N:17]3[C:15](=[O:16])[C:14]4[C:13](=[CH:12][CH:11]=[C:10]([N:5]5[CH2:6][CH2:7][CH2:8][N:2]([CH3:1])[CH2:3][CH2:4]5)[CH:31]=4)[N:32]=[CH:35]3)[CH:23]=2)[CH2:29][CH2:28]1, predict the reactants needed to synthesize it. The reactants are: [CH3:1][N:2]1[CH2:8][CH2:7][CH2:6][NH:5][CH2:4][CH2:3]1.Cl[C:10]1[CH:11]=[CH:12][C:13]([N+:32]([O-])=O)=[C:14]([CH:31]=1)[C:15]([NH:17][C:18]1[CH:23]=[C:22]([C:24]([NH:26][CH:27]2[CH2:29][CH2:28]2)=[O:25])[CH:21]=[CH:20][C:19]=1[CH3:30])=[O:16].[C:35]([O-])(O)=O.[Na+]. (3) Given the product [CH3:1][S:2]([NH:6][C:7]1[CH:12]=[CH:11][CH:10]=[CH:9][C:8]=1[C:13]1[CH:22]=[CH:21][C:20]2[NH:19][C:18](=[O:23])[C:17]3[NH:24][CH:25]=[CH:26][C:16]=3[C:15]=2[CH:14]=1)(=[O:4])=[O:3].[CH2:27]([C:29]([O-:31])=[O:30])[CH3:28], predict the reactants needed to synthesize it. The reactants are: [CH3:1][S:2](Cl)(=[O:4])=[O:3].[NH2:6][C:7]1[CH:12]=[CH:11][CH:10]=[CH:9][C:8]=1[C:13]1[CH:22]=[CH:21][C:20]2[NH:19][C:18](=[O:23])[C:17]3[NH:24][CH:25]=[CH:26][C:16]=3[C:15]=2[CH:14]=1.[CH2:27]([C:29]([O-:31])=[O:30])[CH3:28].O. (4) The reactants are: [CH3:1][O:2][C:3](=[O:27])[C:4]1[CH:9]=[C:8]([C:10](=[O:25])[C:11]2[CH:16]=[CH:15][C:14]([NH:17][C:18]3[CH:23]=[CH:22][C:21]([Cl:24])=[CH:20][CH:19]=3)=[CH:13][CH:12]=2)[CH:7]=[C:6]([NH2:26])[CH:5]=1.Br[C:29]1[CH:34]=[CH:33][C:32]([Cl:35])=[CH:31][CH:30]=1. Given the product [CH3:1][O:2][C:3](=[O:27])[C:4]1[CH:9]=[C:8]([C:10](=[O:25])[C:11]2[CH:16]=[CH:15][C:14]([NH:17][C:18]3[CH:23]=[CH:22][C:21]([Cl:24])=[CH:20][CH:19]=3)=[CH:13][CH:12]=2)[CH:7]=[C:6]([NH:26][C:29]2[CH:34]=[CH:33][C:32]([Cl:35])=[CH:31][CH:30]=2)[CH:5]=1, predict the reactants needed to synthesize it. (5) Given the product [NH2:1][C:2]1[C:10]([OH:11])=[CH:9][CH:8]=[C:7]2[C:3]=1[C:4](=[O:31])[N:5]([C@@H:14]([C:20]1[CH:25]=[CH:24][C:23]([O:26][CH3:27])=[C:22]([O:28][CH2:29][CH3:30])[CH:21]=1)[CH2:15][S:16]([CH3:19])(=[O:17])=[O:18])[C:6]2=[O:13], predict the reactants needed to synthesize it. The reactants are: [NH2:1][C:2]1[C:10]([O:11]C)=[CH:9][CH:8]=[C:7]2[C:3]=1[C:4](=[O:31])[N:5]([C@@H:14]([C:20]1[CH:25]=[CH:24][C:23]([O:26][CH3:27])=[C:22]([O:28][CH2:29][CH3:30])[CH:21]=1)[CH2:15][S:16]([CH3:19])(=[O:18])=[O:17])[C:6]2=[O:13].I[Si](C)(C)C. (6) Given the product [C:29]([OH:34])(=[O:33])[CH:30]([CH3:32])[OH:31].[CH:1]1([NH:4][C:5]([NH:7][C:8]2[C:9]([C:13]3[NH:17][C:16]4[CH:18]=[CH:19][C:20]([CH2:22][N:23]5[CH2:24][CH2:25][O:26][CH2:27][CH2:28]5)=[CH:21][C:15]=4[N:14]=3)=[N:10][NH:11][CH:12]=2)=[O:6])[CH2:3][CH2:2]1, predict the reactants needed to synthesize it. The reactants are: [CH:1]1([NH:4][C:5]([NH:7][C:8]2[C:9]([C:13]3[NH:17][C:16]4[CH:18]=[CH:19][C:20]([CH2:22][N:23]5[CH2:28][CH2:27][O:26][CH2:25][CH2:24]5)=[CH:21][C:15]=4[N:14]=3)=[N:10][NH:11][CH:12]=2)=[O:6])[CH2:3][CH2:2]1.[C:29]([OH:34])(=[O:33])[C@H:30]([CH3:32])[OH:31]. (7) Given the product [C:1]1([C:14]2[CH:15]=[CH:16][CH:17]=[CH:18][CH:19]=2)[CH:2]=[CH:3][C:4]([CH2:7][C@H:8]2[N:12]([C:27](=[O:32])[C:28]([CH3:31])([CH3:30])[CH3:29])[C:11](=[O:13])[CH2:10][CH2:9]2)=[CH:5][CH:6]=1, predict the reactants needed to synthesize it. The reactants are: [C:1]1([C:14]2[CH:19]=[CH:18][CH:17]=[CH:16][CH:15]=2)[CH:6]=[CH:5][C:4]([CH2:7][C@H:8]2[NH:12][C:11](=[O:13])[CH2:10][CH2:9]2)=[CH:3][CH:2]=1.C(N(CC)CC)C.[C:27](Cl)(=[O:32])[C:28]([CH3:31])([CH3:30])[CH3:29].C(O)(=O)CC(CC(O)=O)(C(O)=O)O. (8) The reactants are: Cl.Cl.[N:3]1[NH:4][N:5]=[N:6][C:7]=1[C:8]1[CH:9]=[C:10]([NH2:15])[C:11]([NH2:14])=[CH:12][CH:13]=1.[N:16]#[C:17]Br.[OH-].[Na+]. Given the product [N:6]1[NH:5][N:4]=[N:3][C:7]=1[C:8]1[CH:13]=[CH:12][C:11]2[NH:14][C:17]([NH2:16])=[N:15][C:10]=2[CH:9]=1, predict the reactants needed to synthesize it. (9) Given the product [CH2:13]([O:20][CH:21]([CH2:22][O:8][C:7]1[CH:6]=[CH:5][C:4]([C:9]([F:10])([F:11])[F:12])=[CH:3][C:2]=1[Cl:1])[CH2:24][O:25][C:27]1[CH:32]=[CH:31][C:30]([CH:33]([C:39]#[C:40][CH3:41])[CH2:34][C:35]([OH:37])=[O:36])=[CH:29][CH:28]=1)[C:14]1[CH:15]=[CH:16][CH:17]=[CH:18][CH:19]=1, predict the reactants needed to synthesize it. The reactants are: [Cl:1][C:2]1[CH:3]=[C:4]([C:9]([F:12])([F:11])[F:10])[CH:5]=[CH:6][C:7]=1[OH:8].[CH2:13]([O:20][CH:21]([CH2:24][OH:25])[CH2:22]O)[C:14]1[CH:19]=[CH:18][CH:17]=[CH:16][CH:15]=1.O[C:27]1[CH:32]=[CH:31][C:30]([CH:33]([C:39]#[C:40][CH3:41])[CH2:34][C:35]([O:37]C)=[O:36])=[CH:29][CH:28]=1.